The task is: Binary Classification. Given a T-cell receptor sequence (or CDR3 region) and an epitope sequence, predict whether binding occurs between them.. This data is from TCR-epitope binding with 47,182 pairs between 192 epitopes and 23,139 TCRs. (1) The epitope is KLSALGINAV. The TCR CDR3 sequence is CASSLNPSTDTQYF. Result: 0 (the TCR does not bind to the epitope). (2) The epitope is NQKLIANQF. The TCR CDR3 sequence is CASTQLAGGYNEQFF. Result: 0 (the TCR does not bind to the epitope). (3) The epitope is DATYQRTRALVR. The TCR CDR3 sequence is CASSLSDRVGEQYF. Result: 0 (the TCR does not bind to the epitope). (4) The epitope is FLPRVFSAV. The TCR CDR3 sequence is CASSLTGSGEQYF. Result: 1 (the TCR binds to the epitope).